This data is from Peptide-MHC class I binding affinity with 185,985 pairs from IEDB/IMGT. The task is: Regression. Given a peptide amino acid sequence and an MHC pseudo amino acid sequence, predict their binding affinity value. This is MHC class I binding data. (1) The peptide sequence is MIKYCLLKILK. The MHC is HLA-B35:01 with pseudo-sequence HLA-B35:01. The binding affinity (normalized) is 0.0847. (2) The peptide sequence is LLQEENRQKL. The MHC is HLA-A02:03 with pseudo-sequence HLA-A02:03. The binding affinity (normalized) is 0.302. (3) The MHC is HLA-A24:02 with pseudo-sequence HLA-A24:02. The binding affinity (normalized) is 0. The peptide sequence is RPRGEVRFL. (4) The MHC is HLA-B46:01 with pseudo-sequence HLA-B46:01. The peptide sequence is GVFELSDEK. The binding affinity (normalized) is 0.0847. (5) The peptide sequence is YVFPVIFSR. The MHC is HLA-A31:01 with pseudo-sequence HLA-A31:01. The binding affinity (normalized) is 0.819. (6) The peptide sequence is VSRDFDDVY. The MHC is HLA-A30:01 with pseudo-sequence HLA-A30:01. The binding affinity (normalized) is 0.213. (7) The peptide sequence is CTLSEQLDY. The MHC is HLA-A01:01 with pseudo-sequence HLA-A01:01. The binding affinity (normalized) is 0.802. (8) The peptide sequence is SPAAYVLPL. The MHC is HLA-B07:02 with pseudo-sequence HLA-B07:02. The binding affinity (normalized) is 0.490.